This data is from Catalyst prediction with 721,799 reactions and 888 catalyst types from USPTO. The task is: Predict which catalyst facilitates the given reaction. (1) Reactant: [C:1]([O:4][CH2:5][CH2:6]Br)(=[O:3])[CH3:2].C(=O)([O-])[O-].[K+].[K+].[C:14]([C:17]1[CH:18]([C:35]2[CH:42]=[CH:41][C:38]([C:39]#[N:40])=[CH:37][CH:36]=2)[NH:19][C:20](=[S:34])[N:21]([C:24]2[CH:29]=[CH:28][CH:27]=[C:26]([C:30]([F:33])([F:32])[F:31])[CH:25]=2)[C:22]=1[CH3:23])(=[O:16])[CH3:15]. The catalyst class is: 3. Product: [C:14]([C:17]1[CH:18]([C:35]2[CH:36]=[CH:37][C:38]([C:39]#[N:40])=[CH:41][CH:42]=2)[N:19]=[C:20]([S:34][CH2:6][CH2:5][O:4][C:1](=[O:3])[CH3:2])[N:21]([C:24]2[CH:29]=[CH:28][CH:27]=[C:26]([C:30]([F:33])([F:31])[F:32])[CH:25]=2)[C:22]=1[CH3:23])(=[O:16])[CH3:15]. (2) Reactant: [C:1]([O:5][C:6]([NH:8][C@:9]1([C:14]([OH:16])=O)[CH2:11][C@H:10]1[CH2:12][CH3:13])=[O:7])([CH3:4])([CH3:3])[CH3:2].[CH3:17][C:18]1([O:21][S:22](=[O:25])(=[O:24])[NH2:23])[CH2:20][CH2:19]1.CN(C(ON1N=NC2C=CC=NC1=2)=[N+](C)C)C.F[P-](F)(F)(F)(F)F.CCN(C(C)C)C(C)C. Product: [C:1]([O:5][C:6](=[O:7])[NH:8][C@:9]1([C:14]([NH:23][S:22]([O:21][C:18]2([CH3:17])[CH2:20][CH2:19]2)(=[O:25])=[O:24])=[O:16])[CH2:11][C@H:10]1[CH2:12][CH3:13])([CH3:2])([CH3:3])[CH3:4]. The catalyst class is: 2. (3) Reactant: Br[C:2]1[N:10]=[CH:9][N:8]=[C:7]2[C:3]=1[N:4]=[CH:5][NH:6]2.[NH2:11][CH:12]([C:14]1[C:19]([C:20]2[CH:25]=[CH:24][CH:23]=[C:22]([F:26])[CH:21]=2)=[C:18]([NH:27][C:28](=[O:30])[CH3:29])[C:17]([CH3:31])=[C:16]([Cl:32])[CH:15]=1)[CH3:13].C(N(CC)C(C)C)(C)C. Product: [Cl:32][C:16]1[CH:15]=[C:14]([CH:12]([NH:11][C:2]2[N:10]=[CH:9][N:8]=[C:7]3[C:3]=2[N:4]=[CH:5][NH:6]3)[CH3:13])[C:19]([C:20]2[CH:25]=[CH:24][CH:23]=[C:22]([F:26])[CH:21]=2)=[C:18]([NH:27][C:28](=[O:30])[CH3:29])[C:17]=1[CH3:31]. The catalyst class is: 32. (4) Reactant: C[O:2][C:3](=[O:18])[CH:4]([C:6]1[CH:11]=[CH:10][C:9]([CH:12]2[CH2:17][CH2:16][NH:15][CH2:14][CH2:13]2)=[CH:8][CH:7]=1)[CH3:5].Br[C:20]1[CH:25]=[CH:24][C:23]([O:26][CH2:27][CH3:28])=[CH:22][CH:21]=1.C(P(C(C)(C)C)C1C=CC=CC=1C1C=CC=CC=1)(C)(C)C. Product: [CH2:27]([O:26][C:23]1[CH:24]=[CH:25][C:20]([N:15]2[CH2:16][CH2:17][CH:12]([C:9]3[CH:10]=[CH:11][C:6]([CH:4]([CH3:5])[C:3]([OH:2])=[O:18])=[CH:7][CH:8]=3)[CH2:13][CH2:14]2)=[CH:21][CH:22]=1)[CH3:28]. The catalyst class is: 12. (5) Reactant: [S:1]1[CH:5]=[CH:4][N:3]=[C:2]1[CH:6]([O:9][Si](C)(C)C)[C:7]#N.C(Br)[C:15]1[CH:20]=[CH:19][CH:18]=[CH:17][CH:16]=1. Product: [C:15]1([CH2:7][C:6]([C:2]2[S:1][CH:5]=[CH:4][N:3]=2)=[O:9])[CH:20]=[CH:19][CH:18]=[CH:17][CH:16]=1. The catalyst class is: 1. (6) Product: [ClH:27].[CH3:23][C:14]1[N:13]([C@H:10]2[CH2:11][CH2:12][C@H:8]([NH2:7])[CH2:9]2)[C:17]2[CH:18]=[CH:19][C:20]([CH3:22])=[CH:21][C:16]=2[N:15]=1. The catalyst class is: 12. Reactant: C(OC(=O)[NH:7][C@H:8]1[CH2:12][CH2:11][C@H:10]([N:13]2[C:17]3[CH:18]=[CH:19][C:20]([CH3:22])=[CH:21][C:16]=3[N:15]=[C:14]2[CH3:23])[CH2:9]1)(C)(C)C.CO.[ClH:27].